Predict which catalyst facilitates the given reaction. From a dataset of Catalyst prediction with 721,799 reactions and 888 catalyst types from USPTO. (1) Reactant: [CH2:1]([C:3]1[C:4]([C:23]([C:29]2[N:33](COCC[Si](C)(C)C)[C:32]3[CH:42]=[CH:43][C:44]([C:46]#[N:47])=[CH:45][C:31]=3[N:30]=2)(O)[C:24]([F:27])([F:26])[F:25])=[C:5]2[C:9](=[C:10]([CH3:12])[CH:11]=1)[N:8]([S:13]([C:16]1[CH:22]=[CH:21][C:19]([CH3:20])=[CH:18][CH:17]=1)(=[O:15])=[O:14])[CH:7]=[CH:6]2)[CH3:2].C(C1C(C(C2N(COCC[Si](C)(C)C)C3C=C(C#N)C=CC=3N=2)(O)C(F)(F)F)=C2C(=C(C)C=1)[N:55](S(C1C=CC(C)=CC=1)(=O)=O)[CH:54]=C2)C.CN. Product: [CH2:1]([C:3]1[C:4]([C:23]([C:29]2[NH:33][C:32]3[CH:42]=[CH:43][C:44]([C:46]#[N:47])=[CH:45][C:31]=3[N:30]=2)([NH:55][CH3:54])[C:24]([F:25])([F:27])[F:26])=[C:5]2[C:9](=[C:10]([CH3:12])[CH:11]=1)[N:8]([S:13]([C:16]1[CH:17]=[CH:18][C:19]([CH3:20])=[CH:21][CH:22]=1)(=[O:14])=[O:15])[CH:7]=[CH:6]2)[CH3:2]. The catalyst class is: 645. (2) Reactant: Cl[CH2:2][C:3]1[CH:4]=[CH:5][C:6]2[S:11][C:10]3[N:12]=[CH:13][CH:14]=[N:15][C:9]=3[N:8]([CH2:16][O:17][CH3:18])[C:7]=2[CH:19]=1.[CH3:20][NH2:21]. Product: [CH3:20][NH:21][CH2:2][C:3]1[CH:4]=[CH:5][C:6]2[S:11][C:10]3[N:12]=[CH:13][CH:14]=[N:15][C:9]=3[N:8]([CH2:16][O:17][CH3:18])[C:7]=2[CH:19]=1. The catalyst class is: 5. (3) Reactant: [Cl:1][C:2]1[CH:3]=[C:4]2[C:9](=[CH:10][CH:11]=1)[N:8]=[CH:7][C:6]([N+]([O-])=O)=[C:5]2[OH:15].P(Br)(Br)([Br:18])=O. Product: [Br:18][C:5]1([OH:15])[C:4]2[C:9](=[CH:10][CH:11]=[C:2]([Cl:1])[CH:3]=2)[N:8]=[CH:7][CH2:6]1. The catalyst class is: 3. (4) Reactant: [Cl:1]N1C(=O)CCC1=O.COC([C:13]1[NH:14][C:15]2[CH:16]=[C:17]([NH:27][C:28]([O:30][C:31]([CH3:34])([CH3:33])[CH3:32])=[O:29])[CH:18]=[C:19]3[C:25](=[O:26])[NH:24][N:23]=[CH:22][C:21]=1[C:20]=23)=O.CO.C(OCC)(=O)C. Product: [C:31]([O:30][C:28](=[O:29])[NH:27][C:17]1[CH:18]=[C:19]2[C:25](=[O:26])[NH:24][N:23]=[CH:22][C:21]3=[C:13]([Cl:1])[NH:14][C:15]([CH:16]=1)=[C:20]23)([CH3:34])([CH3:33])[CH3:32]. The catalyst class is: 695. (5) Reactant: CS[C:3](=[C:6]([C:9]#[N:10])[C:7]#[N:8])[S:4][CH3:5].[NH2:11][C:12]1[CH:16]=[CH:15][NH:14][N:13]=1. Product: [NH2:8][C:7]1[N:13]2[N:14]=[CH:15][CH:16]=[C:12]2[N:11]=[C:3]([S:4][CH3:5])[C:6]=1[C:9]#[N:10]. The catalyst class is: 8. (6) Reactant: C(N(CC)CC)C.[CH2:8]([C:10]1[CH:11]=[CH:12][C:13]([CH:16](O)[CH2:17][O:18][C:19]2[CH:26]=[CH:25][C:22]([CH:23]=[O:24])=[CH:21][CH:20]=2)=[N:14][CH:15]=1)[CH3:9].[S:28](Cl)([CH3:31])(=[O:30])=[O:29]. Product: [CH2:8]([C:10]1[CH:11]=[CH:12][C:13]([CH:16]([S:28]([CH3:31])(=[O:30])=[O:29])[CH2:17][O:18][C:19]2[CH:26]=[CH:25][C:22]([CH:23]=[O:24])=[CH:21][CH:20]=2)=[N:14][CH:15]=1)[CH3:9]. The catalyst class is: 46. (7) Reactant: [C:1]([Si:5]([O:8][C:9]1[C:14]([F:15])=[CH:13][CH:12]=[CH:11][C:10]=1[C:16]([CH3:19])([CH3:18])[CH3:17])([CH3:7])[CH3:6])([CH3:4])([CH3:3])[CH3:2].CN(C)CCN(C)C.[Li]C(CC)C.C(Br)(Br)(Br)[Br:34].[NH4+].[Cl-]. Product: [Br:34][C:13]1[C:14]([F:15])=[C:9]([C:10]([C:16]([CH3:19])([CH3:18])[CH3:17])=[CH:11][CH:12]=1)[O:8][Si:5]([C:1]([CH3:4])([CH3:3])[CH3:2])([CH3:7])[CH3:6]. The catalyst class is: 1. (8) Reactant: [N:1]1[CH:6]=[CH:5][CH:4]=[C:3]([C:7]2[S:11][C:10]([C:12](=O)[CH3:13])=[N:9][N:8]=2)[CH:2]=1.Cl.[NH2:16][OH:17].C(=O)([O-])[O-].[K+].[K+]. Product: [N:1]1[CH:6]=[CH:5][CH:4]=[C:3]([C:7]2[S:11][C:10]([C:12](=[N:16][OH:17])[CH3:13])=[N:9][N:8]=2)[CH:2]=1. The catalyst class is: 14. (9) Reactant: [B:10]1([B:10]2[O:14][C:13]([CH3:16])([CH3:15])[C:12]([CH3:18])([CH3:17])[O:11]2)[O:14][C:13]([CH3:16])([CH3:15])[C:12]([CH3:18])([CH3:17])[O:11]1.C([O-])(=O)C.[K+].C1(P(C2CCCCC2)C2CCCCC2)CCCCC1.[C:43]([O:47][C:48]([NH:50][C@@H:51]([CH2:56][C:57]1[CH:62]=[CH:61][C:60](OS(C(F)(F)F)(=O)=O)=[CH:59][CH:58]=1)[C:52]([O:54][CH3:55])=[O:53])=[O:49])([CH3:46])([CH3:45])[CH3:44]. Product: [C:43]([O:47][C:48]([NH:50][C@@H:51]([CH2:56][C:57]1[CH:58]=[CH:59][C:60]([B:10]2[O:11][C:12]([CH3:17])([CH3:18])[C:13]([CH3:15])([CH3:16])[O:14]2)=[CH:61][CH:62]=1)[C:52]([O:54][CH3:55])=[O:53])=[O:49])([CH3:46])([CH3:44])[CH3:45]. The catalyst class is: 524. (10) Reactant: [N:1]1([CH2:7][CH2:8][N:9]([CH2:37][CH2:38][N:39]2[CH2:44][CH2:43][CH2:42][CH2:41][CH2:40]2)[C:10]2[C:23]3[O:22][CH2:21][CH2:20][N:19]4[C:15](=[C:16]([CH:31]5[CH2:36][CH2:35][CH2:34][CH2:33][CH2:32]5)[C:17]5[CH:27]=[CH:26][C:25]([C:28]([OH:30])=[O:29])=[CH:24][C:18]=54)[C:14]=3[CH:13]=[CH:12][CH:11]=2)[CH2:6][CH2:5][CH2:4][CH2:3][CH2:2]1.[ClH:45].C(OCC)(=O)C. Product: [ClH:45].[ClH:45].[ClH:45].[N:39]1([CH2:38][CH2:37][N:9]([CH2:8][CH2:7][N:1]2[CH2:2][CH2:3][CH2:4][CH2:5][CH2:6]2)[C:10]2[C:23]3[O:22][CH2:21][CH2:20][N:19]4[C:15](=[C:16]([CH:31]5[CH2:36][CH2:35][CH2:34][CH2:33][CH2:32]5)[C:17]5[CH:27]=[CH:26][C:25]([C:28]([OH:30])=[O:29])=[CH:24][C:18]=54)[C:14]=3[CH:13]=[CH:12][CH:11]=2)[CH2:40][CH2:41][CH2:42][CH2:43][CH2:44]1. The catalyst class is: 22.